This data is from Catalyst prediction with 721,799 reactions and 888 catalyst types from USPTO. The task is: Predict which catalyst facilitates the given reaction. (1) Reactant: [NH2:1][C:2]1[CH:7]=[C:6]([NH2:8])[N:5]=[C:4]([S:9][CH2:10]C)[N:3]=1.CCO[CH:15]=[C:16]([C:22]([O:24][CH2:25][CH3:26])=[O:23])[C:17]([O:19][CH2:20][CH3:21])=[O:18]. Product: [NH2:8][C:6]1[N:5]=[C:4]([S:9][CH3:10])[N:3]=[C:2]([NH:1][CH:15]=[C:16]([C:17]([O:19][CH2:20][CH3:21])=[O:18])[C:22]([O:24][CH2:25][CH3:26])=[O:23])[CH:7]=1. The catalyst class is: 8. (2) Reactant: [CH2:1]([O:4][CH:5]1[O:10][C:9]([CH2:13][OH:14])([CH2:11][OH:12])[C@@H:8]([O:15][CH2:16][C:17]2[CH:22]=[CH:21][CH:20]=[CH:19][CH:18]=2)[C@H:7]([O:23][CH2:24][C:25]2[CH:30]=[CH:29][CH:28]=[CH:27][CH:26]=2)[C@H:6]1[O:31][CH2:32][C:33]1[CH:38]=[CH:37][CH:36]=[CH:35][CH:34]=1)[CH:2]=[CH2:3].[H-].[Na+].Br[CH2:42][C:43]1[CH:48]=[CH:47][C:46]([O:49][CH3:50])=[CH:45][CH:44]=1. Product: [CH2:1]([O:4][CH:5]1[O:10][C:9]([CH2:11][O:12][CH2:42][C:43]2[CH:48]=[CH:47][C:46]([O:49][CH3:50])=[CH:45][CH:44]=2)([CH2:13][O:14][CH2:42][C:43]2[CH:48]=[CH:47][C:46]([O:49][CH3:50])=[CH:45][CH:44]=2)[CH:8]([O:15][CH2:16][C:17]2[CH:22]=[CH:21][CH:20]=[CH:19][CH:18]=2)[CH:7]([O:23][CH2:24][C:25]2[CH:26]=[CH:27][CH:28]=[CH:29][CH:30]=2)[CH:6]1[O:31][CH2:32][C:33]1[CH:34]=[CH:35][CH:36]=[CH:37][CH:38]=1)[CH:2]=[CH2:3]. The catalyst class is: 9. (3) Reactant: C(OC(=O)[NH:7][C:8]1[CH:13]=[CH:12][C:11]([C:14]2[CH:15]=[N:16][C:17]([O:20][CH2:21][C:22]3[CH:27]=[CH:26][CH:25]=[CH:24][CH:23]=3)=[CH:18][CH:19]=2)=[CH:10][C:9]=1[NH:28][C:29](=[O:43])[CH2:30][C:31](=O)[C:32]1[CH:37]=[CH:36][CH:35]=[C:34]([C:38]([F:41])([F:40])[F:39])[CH:33]=1)(C)(C)C.C(O)(C(F)(F)F)=O. Product: [CH2:21]([O:20][C:17]1[N:16]=[CH:15][C:14]([C:11]2[CH:12]=[CH:13][C:8]3[N:7]=[C:31]([C:32]4[CH:37]=[CH:36][CH:35]=[C:34]([C:38]([F:40])([F:39])[F:41])[CH:33]=4)[CH2:30][C:29](=[O:43])[NH:28][C:9]=3[CH:10]=2)=[CH:19][CH:18]=1)[C:22]1[CH:23]=[CH:24][CH:25]=[CH:26][CH:27]=1. The catalyst class is: 2. (4) Reactant: N[C:2]1[C:8]([OH:9])=[CH:7][CH:6]=[CH:5][C:3]=1[OH:4].Cl.CC[N:13]([CH2:16][CH3:17])[CH2:14]C.[Cl:18][C:19]1[CH:24]=CC=[CH:21][C:20]=1SN=C=O.CC#[N:31]. Product: [Cl:18][C:19]1[CH:24]=[CH:17][C:16]([NH:13][C:14]2[O:9][C:8]3[CH:2]=[C:3]([OH:4])[CH:5]=[CH:6][C:7]=3[N:31]=2)=[CH:21][CH:20]=1. The catalyst class is: 344. (5) Reactant: FC(F)(F)C(O)=O.[CH3:8][S:9]([C:12]1[CH:33]=[CH:32][C:15]([O:16][C:17]2[N:22]=[CH:21][N:20]=[C:19]3[N:23]([CH:26]4[CH2:31][CH2:30][NH:29][CH2:28][CH2:27]4)[N:24]=[CH:25][C:18]=23)=[CH:14][CH:13]=1)(=[O:11])=[O:10].[CH:34]1[C:39]([CH:40]=O)=[CH:38][C:37]2[O:42][C:43]([F:46])([F:45])[O:44][C:36]=2[CH:35]=1.C(N(CC)CC)C.C(O[BH-](OC(=O)C)OC(=O)C)(=O)C.[Na+]. Product: [F:46][C:43]1([F:45])[O:44][C:36]2[CH:35]=[CH:34][C:39]([CH2:40][N:29]3[CH2:28][CH2:27][CH:26]([N:23]4[C:19]5=[N:20][CH:21]=[N:22][C:17]([O:16][C:15]6[CH:14]=[CH:13][C:12]([S:9]([CH3:8])(=[O:11])=[O:10])=[CH:33][CH:32]=6)=[C:18]5[CH:25]=[N:24]4)[CH2:31][CH2:30]3)=[CH:38][C:37]=2[O:42]1. The catalyst class is: 26. (6) Reactant: [C:1]([CH2:4][CH2:5][CH2:6][O:7][C:8]1[CH:13]=[CH:12][C:11]([S:14]([C:17]2([C:23](OC(C)(C)C)=[O:24])[CH2:22][CH2:21][O:20][CH2:19][CH2:18]2)(=[O:16])=[O:15])=[CH:10][CH:9]=1)(O)=[O:2].O.[OH:31][N:32]1C2C=CC=CC=2N=N1.C(N(CC)CC)C.[C:48]1([CH3:58])[C:49]([C:54]([NH:56][NH2:57])=O)=[CH:50][CH:51]=[CH:52][CH:53]=1.Cl.CN(C)CCCN=C=NCC. Product: [OH:31][NH:32][C:23]([C:17]1([S:14]([C:11]2[CH:10]=[CH:9][C:8]([O:7][CH2:6][CH2:5][CH2:4][C:1]3[O:2][C:54]([C:49]4[CH:50]=[CH:51][CH:52]=[CH:53][C:48]=4[CH3:58])=[N:56][N:57]=3)=[CH:13][CH:12]=2)(=[O:16])=[O:15])[CH2:22][CH2:21][O:20][CH2:19][CH2:18]1)=[O:24]. The catalyst class is: 9. (7) Reactant: [CH2:1]([N:8]1[C:17](=[O:18])[C:16]2[C:11](=[CH:12][C:13]([Cl:19])=[CH:14][CH:15]=2)[N:10]=[C:9]1[CH:20]([NH:24][CH2:25][C:26]([NH:29][C:30](=O)[C:31]1[CH:36]=[CH:35][C:34]([CH3:37])=[C:33]([F:38])[CH:32]=1)([CH3:28])[CH3:27])[CH:21]([CH3:23])[CH3:22])[C:2]1[CH:7]=[CH:6][CH:5]=[CH:4][CH:3]=1. Product: [CH2:1]([N:8]1[C:17](=[O:18])[C:16]2[C:11](=[CH:12][C:13]([Cl:19])=[CH:14][CH:15]=2)[N:10]=[C:9]1[CH:20]([N:24]1[CH2:25][C:26]([CH3:28])([CH3:27])[N:29]=[C:30]1[C:31]1[CH:36]=[CH:35][C:34]([CH3:37])=[C:33]([F:38])[CH:32]=1)[CH:21]([CH3:23])[CH3:22])[C:2]1[CH:7]=[CH:6][CH:5]=[CH:4][CH:3]=1. The catalyst class is: 286. (8) Reactant: [Cl:1][C:2]1[C:7]([N:8]2[CH2:14][CH:13]([F:15])[CH2:12][N:11]([CH:16]3[CH2:19][O:18][CH2:17]3)[CH2:10][CH2:9]2)=[CH:6][C:5]([C:20]#[N:21])=[CH:4][C:3]=1[NH:22][C:23]1[N:28]=[C:27]([N:29]([CH:39]2[CH2:41][CH2:40]2)CC2C=CC(OC)=CC=2)[C:26]2=[N:42][CH:43]=[C:44]([C:45]#[N:46])[N:25]2[N:24]=1.C1(OC)C=CC=CC=1.C(O)(C(F)(F)F)=O. Product: [Cl:1][C:2]1[C:7]([N:8]2[CH2:14][CH:13]([F:15])[CH2:12][N:11]([CH:16]3[CH2:19][O:18][CH2:17]3)[CH2:10][CH2:9]2)=[CH:6][C:5]([C:20]#[N:21])=[CH:4][C:3]=1[NH:22][C:23]1[N:28]=[C:27]([NH:29][CH:39]2[CH2:40][CH2:41]2)[C:26]2=[N:42][CH:43]=[C:44]([C:45]#[N:46])[N:25]2[N:24]=1. The catalyst class is: 26.